From a dataset of Drug-target binding data from BindingDB using IC50 measurements. Regression. Given a target protein amino acid sequence and a drug SMILES string, predict the binding affinity score between them. We predict pIC50 (pIC50 = -log10(IC50 in M); higher means more potent). Dataset: bindingdb_ic50. (1) The drug is COc1ccc(-n2cc(CO[C@H]3O[C@H](CO)[C@@H](O)[C@H](O)[C@@H]3O)nn2)cc1. The target protein (P08191) has sequence MKRVITLFAVLLMGWSVNAWSFACKTANGTAIPIGGGSANVYVNLAPVVNVGQNLVVDLSTQIFCHNDYPETITDYVTLQRGSAYGGVLSNFSGTVKYSGSSYPFPTTSETPRVVYNSRTDKPWPVALYLTPVSSAGGVAIKAGSLIAVLILRQTNNYNSDDFQFVWNIYANNDVVVPTGGCDVSARDVTVTLPDYPGSVPIPLTVYCAKSQNLGYYLSGTTADAGNSIFTNTASFSPAQGVGVQLTRNGTIIPANNTVSLGAVGTSAVSLGLTANYARTGGQVTAGNVQSIIGVTFVYQ. The pIC50 is 6.8. (2) The drug is CNC(=O)c1c(-c2ccc(F)cc2)oc2cc(N(C)S(C)(=O)=O)c(-c3cc4c(cn3)CC(C)n3c-4cc4c(F)cccc43)cc12. The target protein (P26662) has sequence MSTNPKPQRKTKRNTNRRPQDVKFPGGGQIVGGVYLLPRRGPRLGVRATRKTSERSQPRGRRQPIPKARRPEGRTWAQPGYPWPLYGNEGMGWAGWLLSPRGSRPSWGPTDPRRRSRNLGKVIDTLTCGFADLMGYIPLVGAPLGGAARALAHGVRVLEDGVNYATGNLPGCSFSIFLLALLSCLTIPASAYEVRNVSGIYHVTNDCSNSSIVYEAADMIMHTPGCVPCVRESNFSRCWVALTPTLAARNSSIPTTTIRRHVDLLVGAAALCSAMYVGDLCGSVFLVSQLFTFSPRRYETVQDCNCSIYPGHVSGHRMAWDMMMNWSPTTALVVSQLLRIPQAVVDMVAGAHWGVLAGLAYYSMVGNWAKVLIVMLLFAGVDGHTHVTGGRVASSTQSLVSWLSQGPSQKIQLVNTNGSWHINRTALNCNDSLQTGFIAALFYAHRFNASGCPERMASCRPIDEFAQGWGPITHDMPESSDQRPYCWHYAPRPCGIVPAS.... The pIC50 is 8.2.